Dataset: Catalyst prediction with 721,799 reactions and 888 catalyst types from USPTO. Task: Predict which catalyst facilitates the given reaction. (1) Reactant: [CH:1]1([N:7]([CH:15]2[CH2:20][CH2:19][NH:18][CH2:17][CH2:16]2)[C:8](=[O:14])[CH:9]([CH2:12][CH3:13])[CH2:10][CH3:11])[CH2:6][CH2:5][CH2:4][CH2:3][CH2:2]1.[Cl:21][C:22]1[CH:46]=[CH:45][C:25]([CH2:26][C@H:27]([C:42](O)=[O:43])[NH:28][CH:29]2[CH2:34][CH2:33][N:32]([C:35]([O:37][C:38]([CH3:41])([CH3:40])[CH3:39])=[O:36])[CH2:31][CH2:30]2)=[CH:24][CH:23]=1.OC1C2N=NNC=2C=CC=1.Cl.CN(C)CCCN=C=NCC.C(N(C(C)C)CC)(C)C. Product: [Cl:21][C:22]1[CH:23]=[CH:24][C:25]([CH2:26][C@@H:27]([NH:28][CH:29]2[CH2:34][CH2:33][N:32]([C:35]([O:37][C:38]([CH3:39])([CH3:41])[CH3:40])=[O:36])[CH2:31][CH2:30]2)[C:42]([N:18]2[CH2:19][CH2:20][CH:15]([N:7]([CH:1]3[CH2:2][CH2:3][CH2:4][CH2:5][CH2:6]3)[C:8](=[O:14])[CH:9]([CH2:12][CH3:13])[CH2:10][CH3:11])[CH2:16][CH2:17]2)=[O:43])=[CH:45][CH:46]=1. The catalyst class is: 4. (2) Reactant: [C:1]([O:4][C:5]1[CH:13]=[CH:12][C:11]([F:14])=[CH:10][C:6]=1[C:7](O)=[O:8])(=[O:3])[CH3:2].C(Cl)(=O)C([Cl:18])=O.CN(C=O)C. Product: [C:1]([O:4][C:5]1[CH:13]=[CH:12][C:11]([F:14])=[CH:10][C:6]=1[C:7]([Cl:18])=[O:8])(=[O:3])[CH3:2]. The catalyst class is: 2. (3) Reactant: [CH2:1]([O:3][C:4]1[C:9]([C:10]2[CH:15]=[CH:14][C:13]([C@H:16]([NH2:18])[CH3:17])=[CH:12][CH:11]=2)=[CH:8][CH:7]=[CH:6][N:5]=1)[CH3:2].C(N(CC)CC)C.[F:26][C:27]([F:40])([F:39])[O:28][C:29]1[CH:34]=[CH:33][CH:32]=[CH:31][C:30]=1[S:35](Cl)(=[O:37])=[O:36]. Product: [CH2:1]([O:3][C:4]1[C:9]([C:10]2[CH:15]=[CH:14][C:13]([C@H:16]([NH:18][S:35]([C:30]3[CH:31]=[CH:32][CH:33]=[CH:34][C:29]=3[O:28][C:27]([F:26])([F:39])[F:40])(=[O:37])=[O:36])[CH3:17])=[CH:12][CH:11]=2)=[CH:8][CH:7]=[CH:6][N:5]=1)[CH3:2]. The catalyst class is: 4. (4) Product: [Cl:21][C:12]1[CH:11]=[C:10]([C:9]2[O:22][C:2]3[CH:3]=[C:4]([O:23][CH2:24][C@@H:25]([NH:27][C:28](=[O:34])[CH3:35])[CH3:26])[N:5]=[CH:6][C:7]=3[N:8]=2)[CH:15]=[CH:14][C:13]=1[O:16][CH2:17][CH:18]1[CH2:19][CH2:20]1. Reactant: Cl[C:2]1[C:7]([NH:8][C:9](=[O:22])[C:10]2[CH:15]=[CH:14][C:13]([O:16][CH2:17][CH:18]3[CH2:20][CH2:19]3)=[C:12]([Cl:21])[CH:11]=2)=[CH:6][N:5]=[C:4]([O:23][CH2:24][C@@H:25]([NH:27][C:28](=[O:34])OC(C)(C)C)[CH3:26])[CH:3]=1.[C:35](=O)([O-])[O-].[K+].[K+].O. The catalyst class is: 122. (5) Reactant: [Si]([O:8][CH2:9][C:10]1[N:15]=[CH:14][C:13]2[N:16]=[CH:17][N:18]([C:19]3[S:23][C:22]([C:24]([NH2:26])=[O:25])=[C:21]([O:27][CH2:28][C:29]4[CH:34]=[C:33]([O:35][CH2:36][CH3:37])[CH:32]=[CH:31][C:30]=4[O:38][CH2:39][CH3:40])[CH:20]=3)[C:12]=2[CH:11]=1)(C(C)(C)C)(C)C.[F-].C([N+](CCCC)(CCCC)CCCC)CCC. Product: [CH2:39]([O:38][C:30]1[CH:31]=[CH:32][C:33]([O:35][CH2:36][CH3:37])=[CH:34][C:29]=1[CH2:28][O:27][C:21]1[CH:20]=[C:19]([N:18]2[C:12]3[CH:11]=[C:10]([CH2:9][OH:8])[N:15]=[CH:14][C:13]=3[N:16]=[CH:17]2)[S:23][C:22]=1[C:24]([NH2:26])=[O:25])[CH3:40]. The catalyst class is: 1. (6) Reactant: [CH3:1][O:2][C:3]1[CH:4]=[C:5]([NH:13][C:14]2[O:15][C:16]3[C:22]([C:23]4[CH:24]=[C:25]([NH2:30])[C:26]([NH2:29])=[CH:27][CH:28]=4)=[CH:21][CH:20]=[CH:19][C:17]=3[N:18]=2)[CH:6]=[C:7]([O:11][CH3:12])[C:8]=1[O:9][CH3:10].[CH3:31]CN=C=NCCCN(C)C.Cl.C(O)=O. Product: [NH:29]1[C:26]2[CH:27]=[CH:28][C:23]([C:22]3[C:16]4[O:15][C:14]([NH:13][C:5]5[CH:6]=[C:7]([O:11][CH3:12])[C:8]([O:9][CH3:10])=[C:3]([O:2][CH3:1])[CH:4]=5)=[N:18][C:17]=4[CH:19]=[CH:20][CH:21]=3)=[CH:24][C:25]=2[N:30]=[CH:31]1. The catalyst class is: 166. (7) Reactant: [OH-].[Na+].[CH3:3][C:4]1([CH3:39])[C:12]2[C:7](=[CH:8][CH:9]=[C:10]([C:13]3[CH:18]=[CH:17][C:16]([C:19]([F:22])([F:21])[F:20])=[CH:15][CH:14]=3)[CH:11]=2)[N:6]([CH2:23][CH2:24][O:25][C:26]2[CH:31]=[CH:30][C:29]([CH2:32][C:33]([O:35]CC)=[O:34])=[CH:28][C:27]=2[F:38])[CH2:5]1.[ClH:40]. Product: [ClH:40].[CH3:3][C:4]1([CH3:39])[C:12]2[C:7](=[CH:8][CH:9]=[C:10]([C:13]3[CH:18]=[CH:17][C:16]([C:19]([F:20])([F:22])[F:21])=[CH:15][CH:14]=3)[CH:11]=2)[N:6]([CH2:23][CH2:24][O:25][C:26]2[CH:31]=[CH:30][C:29]([CH2:32][C:33]([OH:35])=[O:34])=[CH:28][C:27]=2[F:38])[CH2:5]1. The catalyst class is: 8. (8) Reactant: [NH2:1][C:2]1[C:7]2[C:8]([C:11]3[CH:16]=[CH:15][C:14]([NH:17][C:18]([C:20]4[N:21]([CH3:29])[C:22]5[C:27]([CH:28]=4)=[CH:26][CH:25]=[CH:24][CH:23]=5)=[O:19])=[C:13]([O:30][CH3:31])[CH:12]=3)=[CH:9][S:10][C:6]=2[C:5](/[CH:32]=[CH:33]/[CH2:34][CH2:35][OH:36])=[CH:4][N:3]=1.[C:37]1([CH3:47])[CH:42]=[CH:41][C:40]([S:43](Cl)(=[O:45])=[O:44])=[CH:39][CH:38]=1.C(N(CC)CC)C.CC1C=CN=C(N)C=1C. Product: [CH3:47][C:37]1[CH:42]=[CH:41][C:40]([S:43]([O:36][CH2:35][CH2:34]/[CH:33]=[CH:32]/[C:5]2[C:6]3[S:10][CH:9]=[C:8]([C:11]4[CH:16]=[CH:15][C:14]([NH:17][C:18]([C:20]5[N:21]([CH3:29])[C:22]6[C:27]([CH:28]=5)=[CH:26][CH:25]=[CH:24][CH:23]=6)=[O:19])=[C:13]([O:30][CH3:31])[CH:12]=4)[C:7]=3[C:2]([NH2:1])=[N:3][CH:4]=2)(=[O:45])=[O:44])=[CH:39][CH:38]=1. The catalyst class is: 4. (9) Reactant: Br[CH2:2][C:3]1[C:8]([Br:9])=[CH:7][CH:6]=[CH:5][C:4]=1[N:10]1[C:14](=[O:15])[N:13]([CH3:16])[N:12]=[N:11]1.[F:17][C:18]1[CH:23]=[CH:22][C:21]([N:24]2[CH:28]=[CH:27][C:26]([OH:29])=[N:25]2)=[CH:20][CH:19]=1.C(=O)([O-])[O-].[K+].[K+].C(#N)C. Product: [F:17][C:18]1[CH:19]=[CH:20][C:21]([N:24]2[CH:28]=[CH:27][C:26]([O:29][CH2:2][C:3]3[C:8]([Br:9])=[CH:7][CH:6]=[CH:5][C:4]=3[N:10]3[C:14](=[O:15])[N:13]([CH3:16])[N:12]=[N:11]3)=[N:25]2)=[CH:22][CH:23]=1. The catalyst class is: 6. (10) Product: [CH3:16][C:15]1[C:10]2[N:11]([CH:17]=[C:8]([C:5]3[CH:4]=[CH:3][C:2]([NH:1][S:29]([CH2:28][CH2:27][CH2:26][Cl:25])(=[O:31])=[O:30])=[CH:7][CH:6]=3)[N:9]=2)[CH:12]=[CH:13][CH:14]=1. Reactant: [NH2:1][C:2]1[CH:7]=[CH:6][C:5]([C:8]2[N:9]=[C:10]3[C:15]([CH3:16])=[CH:14][CH:13]=[CH:12][N:11]3[CH:17]=2)=[CH:4][CH:3]=1.C(N(CC)CC)C.[Cl:25][CH2:26][CH2:27][CH2:28][S:29](Cl)(=[O:31])=[O:30].O. The catalyst class is: 9.